From a dataset of NCI-60 drug combinations with 297,098 pairs across 59 cell lines. Regression. Given two drug SMILES strings and cell line genomic features, predict the synergy score measuring deviation from expected non-interaction effect. (1) Drug 1: C1=NC2=C(N=C(N=C2N1C3C(C(C(O3)CO)O)O)F)N. Cell line: 786-0. Synergy scores: CSS=2.54, Synergy_ZIP=-7.04, Synergy_Bliss=-13.6, Synergy_Loewe=-22.5, Synergy_HSA=-14.6. Drug 2: CCCCCOC(=O)NC1=NC(=O)N(C=C1F)C2C(C(C(O2)C)O)O. (2) Drug 1: C1=CC(=C2C(=C1NCCNCCO)C(=O)C3=C(C=CC(=C3C2=O)O)O)NCCNCCO. Drug 2: COCCOC1=C(C=C2C(=C1)C(=NC=N2)NC3=CC=CC(=C3)C#C)OCCOC.Cl. Cell line: SNB-19. Synergy scores: CSS=42.3, Synergy_ZIP=2.27, Synergy_Bliss=-1.14, Synergy_Loewe=-27.2, Synergy_HSA=0.586. (3) Drug 1: C1=CC(=C2C(=C1NCCNCCO)C(=O)C3=C(C=CC(=C3C2=O)O)O)NCCNCCO. Drug 2: C1CN(P(=O)(OC1)NCCCl)CCCl. Cell line: SNB-75. Synergy scores: CSS=55.2, Synergy_ZIP=-0.478, Synergy_Bliss=1.16, Synergy_Loewe=-67.7, Synergy_HSA=1.80. (4) Drug 1: C1=C(C(=O)NC(=O)N1)N(CCCl)CCCl. Drug 2: B(C(CC(C)C)NC(=O)C(CC1=CC=CC=C1)NC(=O)C2=NC=CN=C2)(O)O. Cell line: IGROV1. Synergy scores: CSS=26.1, Synergy_ZIP=-3.27, Synergy_Bliss=-0.664, Synergy_Loewe=0.154, Synergy_HSA=0.160.